This data is from Reaction yield outcomes from USPTO patents with 853,638 reactions. The task is: Predict the reaction yield, written as a fraction of the theoretical maximum amount of product (1.0 means a 100% yield; for example, 0.34 means a 34% yield). (1) The reactants are [CH3:1][C:2]1[C:7]([O:8][C:9]2[CH:14]=[CH:13][N:12]=[C:11]([NH:15]C(=O)OC(C)(C)C)[CH:10]=2)=[CH:6][CH:5]=[C:4]([NH:23][C:24]([NH:26][C:27](=[O:32])[C:28]([CH3:31])([CH3:30])[CH3:29])=[O:25])[N:3]=1. The catalyst is C(O)(C(F)(F)F)=O. The product is [NH2:15][C:11]1[CH:10]=[C:9]([O:8][C:7]2[CH:6]=[CH:5][C:4]([NH:23][C:24]([NH:26][C:27](=[O:32])[C:28]([CH3:30])([CH3:29])[CH3:31])=[O:25])=[N:3][C:2]=2[CH3:1])[CH:14]=[CH:13][N:12]=1. The yield is 0.980. (2) The reactants are [Cl:1][C:2]1[CH:3]=[C:4]([C:13](=O)[CH3:14])[CH:5]=[N:6][C:7]=1[O:8][CH2:9][CH:10]([F:12])[F:11].[CH3:16][C:17]([S@:20]([NH2:22])=[O:21])([CH3:19])[CH3:18]. No catalyst specified. The product is [Cl:1][C:2]1[CH:3]=[C:4]([CH:13]([NH:22][S@@:20]([C:17]([CH3:19])([CH3:18])[CH3:16])=[O:21])[CH3:14])[CH:5]=[N:6][C:7]=1[O:8][CH2:9][CH:10]([F:12])[F:11]. The yield is 0.850. (3) The reactants are Br[C:2]1[C:3]2[C:4]3[CH:18]=[CH:17][S:16][C:5]=3[C:6](=[O:15])[NH:7][C:8]=2[C:9]([CH3:14])=[CH:10][C:11]=1[O:12][CH3:13].[C:19]([O:23][C:24](=[O:44])[NH:25][CH2:26][C@H:27]([C:29]1[CH:34]=[CH:33][C:32](B2OC(C)(C)C(C)(C)O2)=[CH:31][CH:30]=1)[CH3:28])([CH3:22])([CH3:21])[CH3:20]. No catalyst specified. The product is [CH3:13][O:12][C:11]1[CH:10]=[C:9]([CH3:14])[C:8]2[NH:7][C:6](=[O:15])[C:5]3[S:16][CH:17]=[CH:18][C:4]=3[C:3]=2[C:2]=1[C:32]1[CH:31]=[CH:30][C:29]([C@H:27]([CH3:28])[CH2:26][NH:25][C:24](=[O:44])[O:23][C:19]([CH3:21])([CH3:20])[CH3:22])=[CH:34][CH:33]=1. The yield is 0.620. (4) The reactants are [F:1][C:2]1[C:3]2[N:4]([C:14]([CH2:17][O:18][C:19]3[C:28]4[C:23](=[CH:24][C:25]([OH:29])=[CH:26][CH:27]=4)[N:22]=[CH:21][CH:20]=3)=[N:15][N:16]=2)[CH:5]=[C:6]([C:8]2[O:12][N:11]=[C:10]([CH3:13])[CH:9]=2)[CH:7]=1.C1C=CC(P(C2C=CC=CC=2)C2C=CC=CC=2)=CC=1.[CH3:49][O:50][CH2:51][CH2:52]O.C(Cl)Cl.CCOC(/N=N/C(OCC)=O)=O. No catalyst specified. The product is [F:1][C:2]1[C:3]2[N:4]([C:14]([CH2:17][O:18][C:19]3[C:28]4[C:23](=[CH:24][C:25]([O:29][CH2:52][CH2:51][O:50][CH3:49])=[CH:26][CH:27]=4)[N:22]=[CH:21][CH:20]=3)=[N:15][N:16]=2)[CH:5]=[C:6]([C:8]2[O:12][N:11]=[C:10]([CH3:13])[CH:9]=2)[CH:7]=1. The yield is 0.550. (5) The reactants are [N+:1]([C:4]1[CH:10]=[CH:9][C:7]([NH2:8])=[CH:6][CH:5]=1)([O-:3])=[O:2].FC(F)(F)C(O)=O.C=CC1C=CC=CC=1.C=O.[N+](C1[CH:38]=[C:39]2[C:38]3=[C:39]([CH:41]([C:44]4[CH:49]=[CH:48][CH:47]=[CH:46][CH:45]=4)[CH2:42]CN3C[CH2:42][CH:41]2[C:44]2[CH:49]=[CH:48][CH:47]=[CH:46][CH:45]=2)C=1)([O-])=O.[C:56]1([CH:62]2[C:71]3C4=[C:71]([CH:62]([C:56]5[CH:61]=[CH:60][CH:59]=[CH:58][CH:57]=5)[CH2:63][CH2:64]N4[CH2:64][CH2:63]2)C=C(N)C=3)[CH:61]=[CH:60][CH:59]=[CH:58][CH:57]=1. The catalyst is C(#N)C. The product is [CH3:42][C:41]1([C:44]2[CH:49]=[CH:48][CH:47]=[CH:46][CH:45]=2)[C:9]2[C:7]3=[C:6]([C:62]([CH3:71])([C:56]4[CH:61]=[CH:60][CH:59]=[CH:58][CH:57]=4)[CH2:63][CH2:64][N:8]3[CH2:38][CH2:39]1)[CH:5]=[C:4]([N+:1]([O-:3])=[O:2])[CH:10]=2. The yield is 0.590. (6) The reactants are Br[C:2]1[CH:7]=[CH:6][CH:5]=[CH:4][C:3]=1[C:8]1[CH:13]=[CH:12][C:11]([S:14]([CH3:17])(=[O:16])=[O:15])=[CH:10][CH:9]=1.[Cl:18][C:19]1[CH:20]=[C:21](B(O)O)[CH:22]=[CH:23][C:24]=1[F:25]. No catalyst specified. The product is [Cl:18][C:19]1[CH:20]=[C:21]([C:2]2[CH:7]=[CH:6][CH:5]=[CH:4][C:3]=2[C:8]2[CH:13]=[CH:12][C:11]([S:14]([CH3:17])(=[O:16])=[O:15])=[CH:10][CH:9]=2)[CH:22]=[CH:23][C:24]=1[F:25]. The yield is 0.890. (7) The reactants are Br[C:2]1[CH:3]=[C:4]2[C:9](=[CH:10][CH:11]=1)[C:8]([C:12]([F:15])([F:14])[F:13])=[C:7]([O:16][C@H:17]1[CH2:22][CH2:21][C@H:20]([C:23]([CH3:26])([CH3:25])[CH3:24])[CH2:19][CH2:18]1)[CH:6]=[CH:5]2.[Li]CCCC.CN([CH:35]=[O:36])C.[NH4+].[Cl-]. The catalyst is C1COCC1. The product is [C:23]([C@H:20]1[CH2:21][CH2:22][C@H:17]([O:16][C:7]2[C:8]([C:12]([F:14])([F:15])[F:13])=[C:9]3[C:4](=[CH:5][CH:6]=2)[CH:3]=[C:2]([CH:35]=[O:36])[CH:11]=[CH:10]3)[CH2:18][CH2:19]1)([CH3:25])([CH3:26])[CH3:24]. The yield is 0.700.